Dataset: Forward reaction prediction with 1.9M reactions from USPTO patents (1976-2016). Task: Predict the product of the given reaction. (1) The product is: [O:19]=[C:13]1[N:14]([C:2]2[CH:11]=[CH:10][C:5]([C:6]([O:8][CH3:9])=[O:7])=[CH:4][CH:3]=2)[CH2:15][CH2:16][O:12]1. Given the reactants I[C:2]1[CH:11]=[CH:10][C:5]([C:6]([O:8][CH3:9])=[O:7])=[CH:4][CH:3]=1.[O:12]1[CH2:16][C:15](=O)[N:14]=[C-:13]1.C(=O)([O-])[O-:19].[K+].[K+].CNCCNC, predict the reaction product. (2) Given the reactants O[CH2:2][C@@H:3]([C@H:5]([C@@H:7]([C@@H:9]([CH2:11][OH:12])[OH:10])[OH:8])O)[OH:4].C1OC(C(O)CO)[C@@H](O)C1O, predict the reaction product. The product is: [CH2:11]1[O:12][C@@H:5]2[C@@H:3]([OH:4])[CH2:2][O:8][C@@H:7]2[C@@H:9]1[OH:10]. (3) Given the reactants O=C(Cl)[O:3][C:4](Cl)(Cl)Cl.[F:9][C:10]1[CH:15]=[CH:14][C:13]([NH:16][CH2:17][C:18]2[C:19]([NH:26][CH3:27])=[N:20][C:21]([S:24][CH3:25])=[N:22][CH:23]=2)=[CH:12][C:11]=1[N+:28]([O-:30])=[O:29].CCN(CC)CC, predict the reaction product. The product is: [F:9][C:10]1[CH:15]=[CH:14][C:13]([N:16]2[CH2:17][C:18]3[C:19](=[N:20][C:21]([S:24][CH3:25])=[N:22][CH:23]=3)[N:26]([CH3:27])[C:4]2=[O:3])=[CH:12][C:11]=1[N+:28]([O-:30])=[O:29]. (4) Given the reactants [CH2:1]([O:3][C:4](=[O:24])[CH2:5][CH2:6][N:7]1[CH:11]=[CH:10][N:9]=[C:8]1/[CH:12]=[CH:13]/[C:14]([O:16]CC1C=CC=CC=1)=[O:15])[CH3:2], predict the reaction product. The product is: [CH2:1]([O:3][C:4](=[O:24])[CH2:5][CH2:6][N:7]1[CH:11]=[CH:10][N:9]=[C:8]1[CH2:12][CH2:13][C:14]([OH:16])=[O:15])[CH3:2]. (5) The product is: [Cl:31][C@@H:4]1[C@H:3]2[O:1][C@:2]32[C@:15]([CH3:27])([CH2:16][CH2:17][C@H:18]([O:20][C:21](=[O:26])[C:22]([CH3:25])([CH3:24])[CH3:23])[CH2:19]3)[C@@H:14]2[C@@H:5]1[C@H:6]1[C@@:10]([CH2:12][CH2:13]2)([CH3:11])[C:9](=[O:28])[C@H:8]2[CH2:29][C@@H:7]12. Given the reactants [O:1]1[C@@H:3]2[C@H:4](O)[C@@H:5]3[C@@H:14]([C@@:15]4([CH3:27])[CH2:16][CH2:17][C@H:18]([O:20][C:21](=[O:26])[C:22]([CH3:25])([CH3:24])[CH3:23])[CH2:19][C@@:2]124)[CH2:13][CH2:12][C@@:10]1([CH3:11])[C@H:6]3[C@@H:7]2[CH2:29][C@@H:8]2[C:9]1=[O:28].[Cl:31]C(Cl)(Cl)C(C(Cl)(Cl)Cl)=O.C1(P(C2C=CC=CC=2)C2C=CC=CC=2)C=CC=CC=1, predict the reaction product. (6) Given the reactants C([O:5][C:6](=[O:16])[CH2:7][CH2:8][CH2:9][C@@H:10]([O:12][N+:13]([O-:15])=[O:14])[CH3:11])(C)(C)C, predict the reaction product. The product is: [N+:13]([O:12][C@@H:10]([CH3:11])[CH2:9][CH2:8][CH2:7][C:6]([OH:16])=[O:5])([O-:15])=[O:14].